Dataset: Catalyst prediction with 721,799 reactions and 888 catalyst types from USPTO. Task: Predict which catalyst facilitates the given reaction. (1) Reactant: [O:1]1[CH2:6][CH2:5][CH2:4][CH2:3][CH:2]1[O:7][CH:8]1[CH2:11][CH:10]([CH2:12][CH2:13][OH:14])[CH2:9]1.C1(P(C2C=CC=CC=2)C2C=CC=CC=2)C=CC=CC=1.[Br:34][C:35]1[CH:40]=[CH:39][C:38](O)=[CH:37][CH:36]=1.CCOC(/N=N/C(OCC)=O)=O. Product: [Br:34][C:35]1[CH:40]=[CH:39][C:38]([O:14][CH2:13][CH2:12][CH:10]2[CH2:9][CH:8]([O:7][CH:2]3[CH2:3][CH2:4][CH2:5][CH2:6][O:1]3)[CH2:11]2)=[CH:37][CH:36]=1. The catalyst class is: 54. (2) Reactant: [C:1]([O:5][C:6]([N:8]1[CH2:13][CH2:12][N:11]([C:14]2[N:22](CC3C=CC=CC=3)[C:21]3[C:20](=[O:30])[N:19]([CH2:31][O:32][C:33](=[O:38])[C:34]([CH3:37])([CH3:36])[CH3:35])[C:18](=[O:39])[N:17]([CH3:40])[C:16]=3[N:15]=2)[CH2:10][CH2:9]1)=[O:7])([CH3:4])([CH3:3])[CH3:2]. Product: [C:1]([O:5][C:6]([N:8]1[CH2:13][CH2:12][N:11]([C:14]2[NH:22][C:21]3[C:20](=[O:30])[N:19]([CH2:31][O:32][C:33](=[O:38])[C:34]([CH3:37])([CH3:36])[CH3:35])[C:18](=[O:39])[N:17]([CH3:40])[C:16]=3[N:15]=2)[CH2:10][CH2:9]1)=[O:7])([CH3:4])([CH3:3])[CH3:2]. The catalyst class is: 285. (3) Reactant: [NH2:1][C:2]1[CH:10]=[CH:9][C:8]([Br:11])=[CH:7][C:3]=1[C:4]([OH:6])=O.O=S(Cl)Cl. Product: [NH2:1][C:2]1[CH:10]=[CH:9][C:8]([Br:11])=[CH:7][C:3]=1[C:4]([NH:1][C:2]1[CH:10]=[CH:9][CH:8]=[CH:7][CH:3]=1)=[O:6]. The catalyst class is: 11.